This data is from Forward reaction prediction with 1.9M reactions from USPTO patents (1976-2016). The task is: Predict the product of the given reaction. (1) Given the reactants C1(O[C:8](=[O:29])[NH:9][C:10]2[S:14][N:13]=[C:12]([O:15][CH2:16][C:17]3[C:22]([F:23])=[CH:21][C:20]([CH3:24])=[CH:19][C:18]=3[F:25])[C:11]=2[C:26](=[O:28])[NH2:27])C=CC=CC=1.[N:30]1([CH2:35][CH2:36][CH2:37][CH2:38][NH2:39])[CH2:34][CH2:33][CH2:32][CH2:31]1, predict the reaction product. The product is: [F:23][C:22]1[CH:21]=[C:20]([CH3:24])[CH:19]=[C:18]([F:25])[C:17]=1[CH2:16][O:15][C:12]1[C:11]([C:26]([NH2:27])=[O:28])=[C:10]([NH:9][C:8]([NH:39][CH2:38][CH2:37][CH2:36][CH2:35][N:30]2[CH2:34][CH2:33][CH2:32][CH2:31]2)=[O:29])[S:14][N:13]=1. (2) The product is: [C:10]([C:9]1[CH:8]=[C:7]([C:12](=[O:24])[NH:13][CH2:14][C:15]2[CH:23]=[CH:22][CH:21]=[C:20]3[C:16]=2[CH:17]=[N:18][NH:19]3)[S:6][C:5]=1[C:3]([OH:4])=[O:2])#[N:11]. Given the reactants C[O:2][C:3]([C:5]1[S:6][C:7]([C:12](=[O:24])[NH:13][CH2:14][C:15]2[CH:23]=[CH:22][CH:21]=[C:20]3[C:16]=2[CH:17]=[N:18][NH:19]3)=[CH:8][C:9]=1[C:10]#[N:11])=[O:4].O.[OH-].[Li+].C1COCC1.Cl, predict the reaction product. (3) Given the reactants [NH2:1][C:2]1[C:3](Br)=[N:4][CH:5]=[CH:6][CH:7]=1.[C:9]([O:13][C:14]([CH3:17])([CH3:16])[CH3:15])(=[O:12])[CH:10]=[CH2:11].C1(C)C=CC=CC=1P(C1C=CC=CC=1C)C1C=CC=CC=1C.C(N(CC)CC)C, predict the reaction product. The product is: [NH2:1][C:2]1[C:3](/[CH:11]=[CH:10]/[C:9]([O:13][C:14]([CH3:17])([CH3:16])[CH3:15])=[O:12])=[N:4][CH:5]=[CH:6][CH:7]=1. (4) Given the reactants [CH2:1]([O:5][C:6]1[N:14]=[C:13]2[C:9]([N:10]=[C:11]([O:26]C)[N:12]2[CH2:15][CH2:16][CH2:17][CH2:18][CH2:19][CH:20]2[CH2:25][CH2:24][NH:23][CH2:22][CH2:21]2)=[C:8]([NH2:28])[N:7]=1)[CH2:2][CH2:3][CH3:4].I[CH:30]([CH3:32])[CH3:31], predict the reaction product. The product is: [NH2:28][C:8]1[N:7]=[C:6]([O:5][CH2:1][CH2:2][CH2:3][CH3:4])[N:14]=[C:13]2[C:9]=1[NH:10][C:11](=[O:26])[N:12]2[CH2:15][CH2:16][CH2:17][CH2:18][CH2:19][CH:20]1[CH2:25][CH2:24][N:23]([CH:30]([CH3:32])[CH3:31])[CH2:22][CH2:21]1. (5) Given the reactants [CH3:1][NH:2][SH:3](=[O:5])=[O:4].Cl[C:7]1[N:12]=[C:11]([Cl:13])[C:10]([CH3:14])=[CH:9][N:8]=1.[C:15](=O)([O-])[O-].[K+].[K+], predict the reaction product. The product is: [Cl:13][C:11]1[C:10]([CH3:14])=[CH:9][N:8]=[C:7]([N:2]([CH3:1])[S:3]([CH3:15])(=[O:5])=[O:4])[N:12]=1. (6) Given the reactants [CH3:1][N:2]1[CH:6]=[C:5]([C:7]2[CH:8]=[CH:9][C:10]3[N:11]([C:13]([SH:16])=[N:14][N:15]=3)[CH:12]=2)[CH:4]=[N:3]1.Br[C:18]1[CH:19]=[C:20]2[C:25](=[CH:26][CH:27]=1)[N:24]=[CH:23][C:22]([C:28]1[CH:29]=[N:30][N:31]([CH3:33])[CH:32]=1)=[C:21]2[Cl:34].C1(P(C2C=CC=CC=2)C2C3OC4C(=CC=CC=4P(C4C=CC=CC=4)C4C=CC=CC=4)C(C)(C)C=3C=CC=2)C=CC=CC=1.C(N(CC)C(C)C)(C)C, predict the reaction product. The product is: [Cl:34][C:21]1[C:20]2[C:25](=[CH:26][CH:27]=[C:18]([S:16][C:13]3[N:11]4[CH:12]=[C:7]([C:5]5[CH:4]=[N:3][N:2]([CH3:1])[CH:6]=5)[CH:8]=[CH:9][C:10]4=[N:15][N:14]=3)[CH:19]=2)[N:24]=[CH:23][C:22]=1[C:28]1[CH:29]=[N:30][N:31]([CH3:33])[CH:32]=1. (7) Given the reactants [F:1][C:2]1[C:3]([CH2:27][N:28](C)[C:29](=O)OC(C)(C)C)=[CH:4][N:5]([S:14]([C:17]2[CH:22]=[CH:21][CH:20]=[C:19]([S:23]([CH3:26])(=[O:25])=[O:24])[CH:18]=2)(=[O:16])=[O:15])[C:6]=1[C:7]1[C:8]([F:13])=[N:9][CH:10]=[CH:11][CH:12]=1.C(OCC)(=O)C.[ClH:43], predict the reaction product. The product is: [ClH:43].[F:1][C:2]1[C:3]([CH2:27][NH:28][CH3:29])=[CH:4][N:5]([S:14]([C:17]2[CH:22]=[CH:21][CH:20]=[C:19]([S:23]([CH3:26])(=[O:24])=[O:25])[CH:18]=2)(=[O:16])=[O:15])[C:6]=1[C:7]1[C:8]([F:13])=[N:9][CH:10]=[CH:11][CH:12]=1.